The task is: Predict the product of the given reaction.. This data is from Forward reaction prediction with 1.9M reactions from USPTO patents (1976-2016). (1) Given the reactants [N:1]1[CH:6]=[CH:5][CH:4]=[C:3]([CH:7]=O)[CH:2]=1.[C:9]([O:13][C:14]([CH3:17])([CH3:16])[CH3:15])(=[O:12])[NH:10][NH2:11], predict the reaction product. The product is: [C:14]([O:13][C:9]([NH:10][N:11]=[CH:7][C:3]1[CH:2]=[N:1][CH:6]=[CH:5][CH:4]=1)=[O:12])([CH3:17])([CH3:16])[CH3:15]. (2) The product is: [CH2:14]([O:13][C:12]1[CH:11]=[CH:10][C:9]([C@@H:21]([OH:31])[C@@H:22]([NH:24][C:25](=[O:30])[C:26]([F:27])([F:28])[F:29])[CH3:23])=[CH:8][C:7]=1[NH:6][S:2]([CH3:1])(=[O:4])=[O:3])[C:15]1[CH:20]=[CH:19][CH:18]=[CH:17][CH:16]=1. Given the reactants [CH3:1][S:2](Cl)(=[O:4])=[O:3].[NH2:6][C:7]1[CH:8]=[C:9]([C@@H:21]([OH:31])[C@@H:22]([NH:24][C:25](=[O:30])[C:26]([F:29])([F:28])[F:27])[CH3:23])[CH:10]=[CH:11][C:12]=1[O:13][CH2:14][C:15]1[CH:20]=[CH:19][CH:18]=[CH:17][CH:16]=1.N1C=CC=CC=1.O, predict the reaction product. (3) The product is: [CH2:20]([O:10][C:8]1[C:7]([N+:11]([O-:13])=[O:12])=[CH:6][C:3]([CH:4]=[O:5])=[C:2]([F:1])[CH:9]=1)[C:14]1[CH:19]=[CH:18][CH:17]=[CH:16][CH:15]=1. Given the reactants [F:1][C:2]1[CH:9]=[C:8]([OH:10])[C:7]([N+:11]([O-:13])=[O:12])=[CH:6][C:3]=1[CH:4]=[O:5].[C:14]1([CH2:20]O)[CH:19]=[CH:18][CH:17]=[CH:16][CH:15]=1.C1(P(C2C=CC=CC=2)C2C=CC=CC=2)C=CC=CC=1.N(C(OC(C)C)=O)=NC(OC(C)C)=O, predict the reaction product. (4) The product is: [Cl:41][C:42]1[CH:43]=[CH:44][C:45]([C:48]2[CH:49]=[C:50]([NH:61][C:7]([C:3]3[N:2]=[N:1][CH:6]=[CH:5][CH:4]=3)=[O:9])[CH:51]=[N:52][C:53]=2[O:54][C@@H:55]([CH3:60])[C:56]([F:57])([F:58])[F:59])=[CH:46][CH:47]=1. Given the reactants [N:1]1[CH:6]=[CH:5][CH:4]=[C:3]([C:7]([OH:9])=O)[N:2]=1.CN(C(ON1N=NC2C=CC=CC1=2)=[N+](C)C)C.[B-](F)(F)(F)F.C(N(C(C)C)C(C)C)C.[Cl:41][C:42]1[CH:47]=[CH:46][C:45]([C:48]2[CH:49]=[C:50]([NH2:61])[CH:51]=[N:52][C:53]=2[O:54][C@@H:55]([CH3:60])[C:56]([F:59])([F:58])[F:57])=[CH:44][CH:43]=1, predict the reaction product. (5) Given the reactants [NH:1]1[C:9]2[C:4](=[CH:5][CH:6]=[CH:7][CH:8]=2)[C:3]([CH:10]=[O:11])=[CH:2]1.[CH3:12][S:13](Cl)(=[O:15])=[O:14].CCN(C(C)C)C(C)C.O, predict the reaction product. The product is: [CH3:12][S:13]([N:1]1[C:9]2[C:4](=[CH:5][CH:6]=[CH:7][CH:8]=2)[C:3]([CH:10]=[O:11])=[CH:2]1)(=[O:15])=[O:14].